This data is from Catalyst prediction with 721,799 reactions and 888 catalyst types from USPTO. The task is: Predict which catalyst facilitates the given reaction. (1) Reactant: [CH2:1]([O:21][C:22]([O:24][CH2:25][C@@H:26]([CH2:51][O:52]CC1C=CC(OC)=CC=1)[O:27][C:28]([O:30][CH2:31][CH2:32][CH2:33][CH2:34][CH2:35][CH2:36][CH2:37][CH2:38][CH2:39][CH2:40][CH2:41][CH2:42][CH2:43][CH2:44][CH2:45][CH2:46][CH2:47][CH2:48][CH2:49][CH3:50])=[O:29])=[O:23])[CH2:2][CH2:3][CH2:4][CH2:5][CH2:6][CH2:7][CH2:8][CH2:9][CH2:10][CH2:11][CH2:12][CH2:13][CH2:14][CH2:15][CH2:16][CH2:17][CH2:18][CH2:19][CH3:20].C(C1C(=O)C(Cl)=C(Cl)C(=O)C=1C#N)#N.ClC1C(=O)C(C#N)=C(C#N)C(=O)C=1Cl.O. Product: [CH2:1]([O:21][C:22]([O:24][CH2:25][C@@H:26]([CH2:51][OH:52])[O:27][C:28]([O:30][CH2:31][CH2:32][CH2:33][CH2:34][CH2:35][CH2:36][CH2:37][CH2:38][CH2:39][CH2:40][CH2:41][CH2:42][CH2:43][CH2:44][CH2:45][CH2:46][CH2:47][CH2:48][CH2:49][CH3:50])=[O:29])=[O:23])[CH2:2][CH2:3][CH2:4][CH2:5][CH2:6][CH2:7][CH2:8][CH2:9][CH2:10][CH2:11][CH2:12][CH2:13][CH2:14][CH2:15][CH2:16][CH2:17][CH2:18][CH2:19][CH3:20]. The catalyst class is: 4. (2) Reactant: C[Si](C)(C)[N-][Si](C)(C)C.[Li+].[C:11]([O:15][C:16]([N:18]1[CH2:23][CH2:22][CH:21]([CH:24]=O)[CH2:20][CH2:19]1)=[O:17])([CH3:14])([CH3:13])[CH3:12].Br[CH2:27][C:28]1[CH:33]=[CH:32][CH:31]=[C:30]([Cl:34])[CH:29]=1.[Li].[Cl-].[NH4+:37]. Product: [C:11]([O:15][C:16]([N:18]1[CH2:23][CH2:22][CH:21]([CH:24]([NH2:37])[CH2:27][C:28]2[CH:33]=[CH:32][CH:31]=[C:30]([Cl:34])[CH:29]=2)[CH2:20][CH2:19]1)=[O:17])([CH3:14])([CH3:13])[CH3:12]. The catalyst class is: 27. (3) Reactant: [H-].[Na+].[Br:3][C:4]1[C:12]2[C:7](=[N:8][CH:9]=[C:10]([Cl:13])[CH:11]=2)[NH:6][CH:5]=1.[S:14](Cl)([C:17]1[CH:23]=[CH:22][C:20]([CH3:21])=[CH:19][CH:18]=1)(=[O:16])=[O:15].O. Product: [Br:3][C:4]1[C:12]2[C:7](=[N:8][CH:9]=[C:10]([Cl:13])[CH:11]=2)[N:6]([S:14]([C:17]2[CH:23]=[CH:22][C:20]([CH3:21])=[CH:19][CH:18]=2)(=[O:16])=[O:15])[CH:5]=1. The catalyst class is: 9. (4) Reactant: FC(F)(F)C([NH:5][CH2:6][CH:7]1[CH2:12][CH2:11][CH2:10][N:9]([CH2:13][CH2:14][C:15]2[C:24]3[C:19](=[CH:20][CH:21]=[C:22]([O:25][CH3:26])[N:23]=3)[N:18]=[CH:17][CH:16]=2)[CH2:8]1)=O.O.C([O-])([O-])=O.[K+].[K+]. Product: [CH3:26][O:25][C:22]1[N:23]=[C:24]2[C:19](=[CH:20][CH:21]=1)[N:18]=[CH:17][CH:16]=[C:15]2[CH2:14][CH2:13][N:9]1[CH2:10][CH2:11][CH2:12][CH:7]([CH2:6][NH2:5])[CH2:8]1. The catalyst class is: 5. (5) Reactant: [CH3:1][O:2][C:3]1[CH:19]=[C:18]([N+:20]([O-])=O)[CH:17]=[CH:16][C:4]=1[O:5][CH2:6][CH2:7][N:8]1[CH:13]([CH3:14])[CH2:12][CH2:11][CH2:10][CH:9]1[CH3:15]. Product: [CH3:15][CH:9]1[CH2:10][CH2:11][CH2:12][CH:13]([CH3:14])[N:8]1[CH2:7][CH2:6][O:5][C:4]1[CH:16]=[CH:17][C:18]([NH2:20])=[CH:19][C:3]=1[O:2][CH3:1]. The catalyst class is: 98. (6) Reactant: [ClH:1].C(N(CCC(OCC)=O)C(C1C=CC2N(C)C(CSC3C=CC(C(=N)N)=CC=3)=NC=2C=1)=[O:7])CC.OO.Cl.[CH2:39]([N:42]([CH2:67][CH2:68][C:69]([O:71][CH2:72][CH3:73])=[O:70])[C:43]([C:45]1[CH:66]=[CH:65][C:48]2[N:49]([CH3:64])[C:50]([CH2:52][S:53]([C:55]3[CH:60]=[CH:59][C:58]([C:61](=[NH:63])[NH2:62])=[CH:57][CH:56]=3)=[O:54])=[N:51][C:47]=2[CH:46]=1)=[O:44])[CH2:40][CH3:41].C(OCC)(=O)C.C(O)C. Product: [ClH:1].[CH2:39]([N:42]([CH2:67][CH2:68][C:69]([O:71][CH2:72][CH3:73])=[O:70])[C:43]([C:45]1[CH:66]=[CH:65][C:48]2[N:49]([CH3:64])[C:50]([CH2:52][S:53]([C:55]3[CH:60]=[CH:59][C:58]([C:61](=[NH:62])[NH2:63])=[CH:57][CH:56]=3)(=[O:7])=[O:54])=[N:51][C:47]=2[CH:46]=1)=[O:44])[CH2:40][CH3:41]. The catalyst class is: 106. (7) Reactant: [CH3:1][C@H:2]1[O:7][C:6]2[N:8]=[C:9]([C:18]3[CH:23]=[CH:22][C:21]([C:24]4([NH:28][C:29](=[O:35])[O:30][C:31]([CH3:34])([CH3:33])[CH3:32])[CH2:27][CH2:26][CH2:25]4)=[CH:20][CH:19]=3)[C:10]([C:12]3[CH:17]=[CH:16][CH:15]=[CH:14][CH:13]=3)=[CH:11][C:5]=2[NH:4][C:3]1=[O:36].[C:37](=O)([O-])[O-].[K+].[K+].IC. Product: [C:31]([O:30][C:29](=[O:35])[NH:28][C:24]1([C:21]2[CH:22]=[CH:23][C:18]([C:9]3[C:10]([C:12]4[CH:13]=[CH:14][CH:15]=[CH:16][CH:17]=4)=[CH:11][C:5]4[N:4]([CH3:37])[C:3](=[O:36])[C@@H:2]([CH3:1])[O:7][C:6]=4[N:8]=3)=[CH:19][CH:20]=2)[CH2:25][CH2:26][CH2:27]1)([CH3:32])([CH3:34])[CH3:33]. The catalyst class is: 39. (8) Reactant: [Cl-].[Cl-].[Cl-].[Al+3].[CH3:5][O:6][C:7]([C:9]1([C:12]2[CH:17]=[CH:16][CH:15]=[CH:14][CH:13]=2)[CH2:11][CH2:10]1)=[O:8].[Cl:18][CH2:19][C:20](Cl)=[O:21].Cl. Product: [CH3:5][O:6][C:7]([C:9]1([C:12]2[CH:17]=[CH:16][C:15]([C:20](=[O:21])[CH2:19][Cl:18])=[CH:14][CH:13]=2)[CH2:11][CH2:10]1)=[O:8]. The catalyst class is: 534. (9) Reactant: [BH4-].[Na+].[Br:3][C:4]1[C:9]2=[N:10]S[N:12]=[C:8]2[C:7]([Br:13])=[CH:6][CH:5]=1. Product: [Br:3][C:4]1[CH:5]=[CH:6][C:7]([Br:13])=[C:8]([NH2:12])[C:9]=1[NH2:10]. The catalyst class is: 14. (10) Reactant: [Br:1][C:2]1[C:3]([Cl:11])=[C:4]2[CH:10]=[CH:9][NH:8][C:5]2=[N:6][CH:7]=1.[H-].[Na+].[C:14]1([S:20](Cl)(=[O:22])=[O:21])[CH:19]=[CH:18][CH:17]=[CH:16][CH:15]=1.O. Product: [Br:1][C:2]1[C:3]([Cl:11])=[C:4]2[CH:10]=[CH:9][N:8]([S:20]([C:14]3[CH:19]=[CH:18][CH:17]=[CH:16][CH:15]=3)(=[O:22])=[O:21])[C:5]2=[N:6][CH:7]=1. The catalyst class is: 3.